Dataset: Reaction yield outcomes from USPTO patents with 853,638 reactions. Task: Predict the reaction yield, written as a fraction of the theoretical maximum amount of product (1.0 means a 100% yield; for example, 0.34 means a 34% yield). (1) The reactants are [CH:1]1([C:4]2[N:9]=[CH:8][C:7]([C:10]3[CH:15]=[CH:14][N:13]=[C:12]([C:16]([NH:18][C:19]4[CH:24]=[CH:23][CH:22]=[C:21]([C:25]([NH:27][NH2:28])=O)[N:20]=4)=[O:17])[CH:11]=3)=[CH:6][CH:5]=2)[CH2:3][CH2:2]1.[CH3:29]N(C)C=O.CN(C)C(=O)C.[CH3:40][O:41][CH2:42][C@@H:43]([NH2:45])[CH3:44].C(O)(=O)C. The catalyst is C1(C)C=CC=CC=1. The product is [CH:1]1([C:4]2[N:9]=[CH:8][C:7]([C:10]3[CH:15]=[CH:14][N:13]=[C:12]([C:16]([NH:18][C:19]4[CH:24]=[CH:23][CH:22]=[C:21]([C:25]5[N:45]([C@@H:43]([CH3:44])[CH2:42][O:41][CH3:40])[CH:29]=[N:28][N:27]=5)[N:20]=4)=[O:17])[CH:11]=3)=[CH:6][CH:5]=2)[CH2:2][CH2:3]1. The yield is 0.630. (2) No catalyst specified. The product is [C:7]([C:9]1[C:10]([N:21]2[CH2:22][C:23]([CH3:25])([C:26]([OH:28])=[O:27])[CH2:24]2)=[N:11][CH:12]=[C:32]([C:33]([O:34][CH2:35][CH3:31])=[O:3])[C:19]=1[CH3:13])#[N:8]. The yield is 1.00. The reactants are C[Si](C)(C)[O-:3].[K+].[C:7]([C:9]1[C:10]([N:21]2[CH2:24][C:23]([C:26]([O:28]C)=[O:27])([CH3:25])[CH2:22]2)=[N:11][C:12](C)=[C:13]([CH:19]=1)C(OCC)=O)#[N:8].Cl.[CH2:31]1[CH2:35][O:34][CH2:33][CH2:32]1. (3) The reactants are C([O:3][C:4](=[O:30])[CH2:5][N:6]1[C:14]2[CH2:13][CH2:12][CH2:11][C@@H:10]([NH:15][S:16]([C:19]3[CH:24]=[C:23]([C:25]([F:28])([F:27])[F:26])[CH:22]=[C:21]([Br:29])[CH:20]=3)(=[O:18])=[O:17])[C:9]=2[CH:8]=[N:7]1)C.[OH-].[Na+]. The catalyst is O1CCCC1. The product is [Br:29][C:21]1[CH:20]=[C:19]([S:16]([NH:15][C@@H:10]2[CH2:11][CH2:12][CH2:13][C:14]3[N:6]([CH2:5][C:4]([OH:30])=[O:3])[N:7]=[CH:8][C:9]2=3)(=[O:18])=[O:17])[CH:24]=[C:23]([C:25]([F:28])([F:26])[F:27])[CH:22]=1. The yield is 0.788. (4) The reactants are Cl[C:2]1[N:7]=[C:6]([N:8]2[CH2:13][CH2:12][O:11][CH2:10][CH2:9]2)[N:5]=[C:4]([N:14]2[CH2:20][CH:19]3[O:21][CH:16]([CH2:17][CH2:18]3)[CH2:15]2)[N:3]=1.C(=O)([O-])[O-].[Na+].[Na+].[NH2:28][C:29]1[CH:34]=[CH:33][C:32](B2OC(C)(C)C(C)(C)O2)=[CH:31][CH:30]=1. The catalyst is C1C=CC([P]([Pd]([P](C2C=CC=CC=2)(C2C=CC=CC=2)C2C=CC=CC=2)([P](C2C=CC=CC=2)(C2C=CC=CC=2)C2C=CC=CC=2)[P](C2C=CC=CC=2)(C2C=CC=CC=2)C2C=CC=CC=2)(C2C=CC=CC=2)C2C=CC=CC=2)=CC=1.COCCOC. The product is [N:8]1([C:6]2[N:5]=[C:4]([N:14]3[CH2:20][CH:19]4[O:21][CH:16]([CH2:17][CH2:18]4)[CH2:15]3)[N:3]=[C:2]([C:32]3[CH:33]=[CH:34][C:29]([NH2:28])=[CH:30][CH:31]=3)[N:7]=2)[CH2:13][CH2:12][O:11][CH2:10][CH2:9]1. The yield is 0.590. (5) The reactants are C(N)CCC.NO.Cl.[CH2:9]([NH:13][C@H:14]([CH2:17][CH2:18][CH2:19][CH2:20][CH2:21][CH2:22][CH2:23][CH2:24][CH3:25])[C:15]#[CH:16])[CH2:10][CH2:11][CH3:12].Br[C:27]#[C:28][C@H:29]([C:31]1[CH:36]=[CH:35][CH:34]=[CH:33][CH:32]=1)[OH:30]. The catalyst is O.C(Cl)Cl.[Cu]Cl. The product is [CH2:9]([NH:13][C@H:14]([CH2:17][CH2:18][CH2:19][CH2:20][CH2:21][CH2:22][CH2:23][CH2:24][CH3:25])[C:15]#[C:16][C:27]#[C:28][C@H:29]([C:31]1[CH:36]=[CH:35][CH:34]=[CH:33][CH:32]=1)[OH:30])[CH2:10][CH2:11][CH3:12]. The yield is 0.357. (6) The reactants are [CH3:1][C:2]1[CH:3]=[C:4]([NH:15][C:16]2[C:25]3[C:20](=[CH:21][CH:22]=[C:23]([C:26]#[C:27][CH:28]4[CH2:33][CH2:32][CH2:31][NH:30][CH2:29]4)[CH:24]=3)[N:19]=[CH:18][N:17]=2)[CH:5]=[CH:6][C:7]=1[O:8][C:9]1[CH:14]=[CH:13][CH:12]=[CH:11][CH:10]=1.[CH:34](=O)[CH2:35][CH3:36].[BH3-]C#N.[Na+].Cl. The catalyst is CO.O.CC(O)=O. The product is [CH3:1][C:2]1[CH:3]=[C:4]([NH:15][C:16]2[C:25]3[C:20](=[CH:21][CH:22]=[C:23]([C:26]#[C:27][CH:28]4[CH2:33][CH2:32][CH2:31][N:30]([CH2:34][CH2:35][CH3:36])[CH2:29]4)[CH:24]=3)[N:19]=[CH:18][N:17]=2)[CH:5]=[CH:6][C:7]=1[O:8][C:9]1[CH:14]=[CH:13][CH:12]=[CH:11][CH:10]=1. The yield is 0.380. (7) The reactants are C([O:3][C:4](=O)[CH2:5][C:6]1([CH2:10][C:11](OCC)=[O:12])[CH2:9][O:8][CH2:7]1)C.[Cl-].[NH4+]. The catalyst is C1COCC1. The yield is 0.890. The product is [OH:3][CH2:4][CH2:5][C:6]1([CH2:10][CH2:11][OH:12])[CH2:9][O:8][CH2:7]1. (8) The product is [Cl:31][C:32]1[CH:40]=[CH:39][C:35]([C:36]([NH:41][C:42]2([CH2:48][OH:49])[CH2:47][CH2:46][CH2:45][CH2:44][CH2:43]2)=[O:38])=[CH:34][N:33]=1. The reactants are C(N(CC)CC)C.O.OC1C2N=NNC=2C=CC=1.Cl.CN(C)CCCN=C=NCC.[Cl:31][C:32]1[CH:40]=[CH:39][C:35]([C:36]([OH:38])=O)=[CH:34][N:33]=1.[NH2:41][C:42]1([CH2:48][OH:49])[CH2:47][CH2:46][CH2:45][CH2:44][CH2:43]1. The catalyst is ClCCl. The yield is 1.00. (9) The reactants are [Cl:1][C:2]1[CH:3]=[C:4]([O:32][CH3:33])[C:5]([O:30][CH3:31])=[C:6]([CH:8]([NH:10][C:11]2[CH:12]=[C:13]([N:21]3[CH2:26][CH2:25][CH:24]([N:27]([CH3:29])[CH3:28])[CH2:23][CH2:22]3)[CH:14]=[CH:15][C:16]=2[S:17]([CH3:20])(=[O:19])=[O:18])[CH3:9])[CH:7]=1.Cl. The catalyst is ClCCl.C(OCC)C. The product is [ClH:1].[Cl:1][C:2]1[CH:3]=[C:4]([O:32][CH3:33])[C:5]([O:30][CH3:31])=[C:6]([CH:8]([NH:10][C:11]2[CH:12]=[C:13]([N:21]3[CH2:26][CH2:25][CH:24]([N:27]([CH3:28])[CH3:29])[CH2:23][CH2:22]3)[CH:14]=[CH:15][C:16]=2[S:17]([CH3:20])(=[O:19])=[O:18])[CH3:9])[CH:7]=1. The yield is 0.970. (10) The reactants are C(OC)(OC)(OC)C.[CH2:9]([O:16][C:17]1[CH:36]=[CH:35][C:20]([CH2:21][C@H:22]([NH:27][C:28](=[O:34])[O:29][C:30]([CH3:33])([CH3:32])[CH3:31])[C@H:23](O)[CH2:24][OH:25])=[CH:19][C:18]=1[F:37])[C:10]1[CH:15]=[CH:14][CH:13]=[CH:12][CH:11]=1.C(N(CC)CC)C.C(Br)(=O)C.[OH-].[K+]. The catalyst is C(Cl)Cl.CO.C1(C)C=CC(S([O-])(=O)=O)=CC=1.[NH+]1C=CC=CC=1. The product is [CH2:9]([O:16][C:17]1[CH:36]=[CH:35][C:20]([CH2:21][C@H:22]([NH:27][C:28](=[O:34])[O:29][C:30]([CH3:31])([CH3:33])[CH3:32])[C@H:23]2[CH2:24][O:25]2)=[CH:19][C:18]=1[F:37])[C:10]1[CH:11]=[CH:12][CH:13]=[CH:14][CH:15]=1. The yield is 0.720.